This data is from Forward reaction prediction with 1.9M reactions from USPTO patents (1976-2016). The task is: Predict the product of the given reaction. (1) Given the reactants [OH:1][C:2]1[CH:3]=[C:4]([C:8]#[C:9][C:10]2[CH:11]=[C:12]([C:16]([N:18]=[S@:19]([CH2:27][C:28](OCC)=[O:29])([C:21]3[CH:26]=[CH:25][CH:24]=[CH:23][CH:22]=3)=[O:20])=[O:17])[CH:13]=[N:14][CH:15]=2)[CH:5]=[CH:6][CH:7]=1.[CH3:33][NH:34][CH2:35][CH2:36][OH:37], predict the reaction product. The product is: [OH:37][CH2:36][CH2:35][N:34]([CH3:33])[C:28](=[O:29])[CH2:27][S@:19](=[O:20])([C:21]1[CH:22]=[CH:23][CH:24]=[CH:25][CH:26]=1)=[N:18][C:16](=[O:17])[C:12]1[CH:11]=[C:10]([C:9]#[C:8][C:4]2[CH:5]=[CH:6][CH:7]=[C:2]([OH:1])[CH:3]=2)[CH:15]=[N:14][CH:13]=1. (2) Given the reactants C(OC([N:8]1[CH2:13][CH2:12][CH:11]([C:14]2[CH:15]=[C:16]3[C:25](=[CH:26][C:27]=2[CH:28]([CH3:30])[CH3:29])[O:24][CH2:23][C:22]2[N:17]3[CH:18]([CH3:32])[C:19](=[O:31])[NH:20][N:21]=2)[CH2:10][CH2:9]1)=O)(C)(C)C.[F:33][C:34]([F:39])([F:38])[C:35]([OH:37])=[O:36], predict the reaction product. The product is: [F:33][C:34]([F:39])([F:38])[C:35]([OH:37])=[O:36].[CH:28]([C:27]1[CH:26]=[C:25]2[C:16]([N:17]3[C:22]([CH2:23][O:24]2)=[N:21][NH:20][C:19](=[O:31])[CH:18]3[CH3:32])=[CH:15][C:14]=1[CH:11]1[CH2:10][CH2:9][NH:8][CH2:13][CH2:12]1)([CH3:29])[CH3:30]. (3) Given the reactants [N:1](C(OCC)=O)=NC(OCC)=O.C1(P(C2C=CC=CC=2)C2C=CC=CC=2)C=CC=CC=1.[Cl:32][C:33]1[CH:34]=[C:35]([C:40]2[CH:41]=[C:42]([C:60]([NH2:62])=[O:61])[C:43]3[NH:44][C:45]4[CH:46]=[C:47]([N:53]5[CH2:58][CH2:57][N:56]([CH3:59])[CH2:55][CH2:54]5)[CH:48]=[CH:49][C:50]=4[C:51]=3[N:52]=2)[CH:36]=[CH:37][C:38]=1[OH:39].[O:63]1[CH2:68][CH2:67][N:66]([CH2:69][CH2:70]O)[CH2:65][CH2:64]1.C(O)(C(F)(F)F)=O, predict the reaction product. The product is: [NH3:1].[Cl:32][C:33]1[CH:34]=[C:35]([C:40]2[CH:41]=[C:42]([C:60]([NH2:62])=[O:61])[C:43]3[NH:44][C:45]4[CH:46]=[C:47]([N:53]5[CH2:54][CH2:55][N:56]([CH3:59])[CH2:57][CH2:58]5)[CH:48]=[CH:49][C:50]=4[C:51]=3[N:52]=2)[CH:36]=[CH:37][C:38]=1[O:39][CH2:70][CH2:69][N:66]1[CH2:67][CH2:68][O:63][CH2:64][CH2:65]1. (4) Given the reactants N[C@@H]([C@H]1CC[C@H](N2[C:20](=[O:21])[C:19]3[CH:22]=[CH:23][S:24][C:18]=3[CH2:17]2)CC1)C(=O)N1CCCC1.[CH3:25][O:26][C:27](=[O:44])[C@H:28]([C@H:37]1[CH2:42][CH2:41][C@H:40]([NH2:43])[CH2:39][CH2:38]1)[NH:29][C:30]([O:32][C:33]([CH3:36])([CH3:35])[CH3:34])=[O:31].S1C=CC(C=O)=C1C=O, predict the reaction product. The product is: [CH3:25][O:26][C:27](=[O:44])[C@@H:28]([NH:29][C:30]([O:32][C:33]([CH3:36])([CH3:34])[CH3:35])=[O:31])[C@H:37]1[CH2:42][CH2:41][C@H:40]([N:43]2[C:20](=[O:21])[C:19]3[CH:22]=[CH:23][S:24][C:18]=3[CH2:17]2)[CH2:39][CH2:38]1. (5) Given the reactants C([O:3][C:4]([C:6]1[CH:7]=[C:8]2[C:13](=[CH:14][CH:15]=1)[N:12]=[C:11]([C:16]1[CH:21]=[CH:20][C:19]([C:22]3[NH:26][C:25]([C@@H:27]4[CH2:31][CH2:30][CH2:29][N:28]4[C:32](=[O:42])[C@@H:33]([NH:37][C:38](=[O:41])[O:39][CH3:40])[CH:34]([CH3:36])[CH3:35])=[N:24][CH:23]=3)=[CH:18][CH:17]=1)[CH:10]=[N:9]2)=[CH2:5])C.C1C(=O)N([Br:50])C(=O)C1, predict the reaction product. The product is: [Br:50][CH2:3][C:4]([C:6]1[CH:7]=[C:8]2[C:13](=[CH:14][CH:15]=1)[N:12]=[C:11]([C:16]1[CH:21]=[CH:20][C:19]([C:22]3[NH:26][C:25]([C@@H:27]4[CH2:31][CH2:30][CH2:29][N:28]4[C:32](=[O:42])[C@@H:33]([NH:37][C:38](=[O:41])[O:39][CH3:40])[CH:34]([CH3:36])[CH3:35])=[N:24][CH:23]=3)=[CH:18][CH:17]=1)[CH:10]=[N:9]2)=[O:5].